From a dataset of Full USPTO retrosynthesis dataset with 1.9M reactions from patents (1976-2016). Predict the reactants needed to synthesize the given product. (1) The reactants are: [Br:1][C:2]1[CH:10]=[CH:9][C:5]([C:6](O)=[O:7])=[CH:4][C:3]=1[Cl:11].Cl.[CH3:13][NH:14][O:15][CH3:16].C1C=C2N=NN(O)C2=CC=1.O.Cl.C(N=C=NCCCN(C)C)C.C(=O)([O-])O.[Na+]. Given the product [Br:1][C:2]1[CH:10]=[CH:9][C:5]([C:6]([N:14]([O:15][CH3:16])[CH3:13])=[O:7])=[CH:4][C:3]=1[Cl:11], predict the reactants needed to synthesize it. (2) Given the product [Cl:1][C:2]1[CH:3]=[C:4]([CH:8]([C:19]2[CH:24]=[CH:23][CH:22]=[C:21]([Cl:25])[CH:20]=2)[C:9]2[S:13][C:12]([C:14]([OH:16])=[O:15])=[CH:11][CH:10]=2)[CH:5]=[CH:6][CH:7]=1, predict the reactants needed to synthesize it. The reactants are: [Cl:1][C:2]1[CH:3]=[C:4]([CH:8]([C:19]2[CH:24]=[CH:23][CH:22]=[C:21]([Cl:25])[CH:20]=2)[C:9]2[S:13][C:12]([C:14]([O:16]CC)=[O:15])=[CH:11][CH:10]=2)[CH:5]=[CH:6][CH:7]=1.[OH-].[Na+]. (3) Given the product [F:1][C:2]1[CH:3]=[C:4]2[C:8](=[CH:9][C:10]=1[F:11])[NH:7][C:6]([C:12]1[CH:13]=[CH:14][C:15]([O:19][CH3:20])=[C:16]([N:18]=[C:21]=[S:22])[CH:17]=1)=[CH:5]2, predict the reactants needed to synthesize it. The reactants are: [F:1][C:2]1[CH:3]=[C:4]2[C:8](=[CH:9][C:10]=1[F:11])[NH:7][C:6]([C:12]1[CH:13]=[CH:14][C:15]([O:19][CH3:20])=[C:16]([NH2:18])[CH:17]=1)=[CH:5]2.[C:21](Cl)(Cl)=[S:22]. (4) Given the product [N:37]1([C:34]2[O:35][C:36]3[C:31]([C:32](=[O:43])[CH:33]=2)=[CH:30][CH:29]=[CH:28][C:27]=3[C:17]2[C:18]3[S:19][C:20]4[CH:26]=[CH:25][CH:24]=[CH:23][C:21]=4[C:22]=3[C:14]([N:11]3[CH2:12][CH2:13][NH:8][CH2:9][CH2:10]3)=[CH:15][CH:16]=2)[CH2:42][CH2:41][O:40][CH2:39][CH2:38]1, predict the reactants needed to synthesize it. The reactants are: C(OC([N:8]1[CH2:13][CH2:12][N:11]([C:14]2[C:22]3[C:21]4[CH:23]=[CH:24][CH:25]=[CH:26][C:20]=4[S:19][C:18]=3[C:17]([C:27]3[CH:28]=[CH:29][CH:30]=[C:31]4[C:36]=3[O:35][C:34]([N:37]3[CH2:42][CH2:41][O:40][CH2:39][CH2:38]3)=[CH:33][C:32]4=[O:43])=[CH:16][CH:15]=2)[CH2:10][CH2:9]1)=O)(C)(C)C.FC(F)(F)C(O)=O. (5) Given the product [CH3:1][S:2]([C:5]1[CH:10]=[CH:9][C:8]([C:11]2[C:12]3[N:13]([N:17]=[C:18]([NH:20][C:22]4[CH:23]=[CH:24][C:25]([CH:28]5[CH2:29][CH2:30][N:31]([CH3:34])[CH2:32][CH2:33]5)=[CH:26][CH:27]=4)[N:19]=3)[CH:14]=[CH:15][CH:16]=2)=[CH:7][CH:6]=1)(=[O:3])=[O:4], predict the reactants needed to synthesize it. The reactants are: [CH3:1][S:2]([C:5]1[CH:10]=[CH:9][C:8]([C:11]2[C:12]3[N:13]([N:17]=[C:18]([NH2:20])[N:19]=3)[CH:14]=[CH:15][CH:16]=2)=[CH:7][CH:6]=1)(=[O:4])=[O:3].Br[C:22]1[CH:27]=[CH:26][C:25]([CH:28]2[CH2:33][CH2:32][N:31]([CH3:34])[CH2:30][CH2:29]2)=[CH:24][CH:23]=1.Cl.C1(P(C2CCCCC2)C2C=CC=CC=2C2C=CC=CC=2P(C2CCCCC2)C2CCCCC2)CCCCC1. (6) Given the product [F:7][C:8]1[CH:16]=[C:12]([C:13]([OH:15])=[O:14])[C:11]([SH:1])=[CH:10][CH:9]=1, predict the reactants needed to synthesize it. The reactants are: [S-2:1].[Na+].[Na+].[S].[OH-].[Na+].[F:7][C:8]1[CH:16]=[C:12]([C:13]([OH:15])=[O:14])[C:11](N)=[CH:10][CH:9]=1.Cl.N([O-])=O.[Na+].N([O-])=O. (7) The reactants are: [C:1]([C:5]1[CH:10]=[CH:9][N:8]=[C:7]([C:11]2([NH2:14])[CH2:13][CH2:12]2)[CH:6]=1)([CH3:4])([CH3:3])[CH3:2].[O:15]1[CH2:17][C@@H:16]1[C@@H:18]([NH:39][C:40](=[O:42])[CH3:41])[CH2:19][C:20]1[CH:25]=[CH:24][C:23]([NH:26][C:27]2[CH:32]=[C:31]([C:33]3[CH:38]=[CH:37][CH:36]=[CH:35][CH:34]=3)[N:30]=[CH:29][N:28]=2)=[CH:22][CH:21]=1. Given the product [C:1]([C:5]1[CH:10]=[CH:9][N:8]=[C:7]([C:11]2([NH:14][CH2:17][C@@H:16]([OH:15])[C@@H:18]([NH:39][C:40](=[O:42])[CH3:41])[CH2:19][C:20]3[CH:21]=[CH:22][C:23]([NH:26][C:27]4[CH:32]=[C:31]([C:33]5[CH:34]=[CH:35][CH:36]=[CH:37][CH:38]=5)[N:30]=[CH:29][N:28]=4)=[CH:24][CH:25]=3)[CH2:13][CH2:12]2)[CH:6]=1)([CH3:4])([CH3:2])[CH3:3], predict the reactants needed to synthesize it. (8) Given the product [OH:16][C:7]1[CH:8]=[C:9]2[C:4](=[CH:5][CH:6]=1)[N:3]=[C:2]([C:21]1[CH:29]=[CH:28][C:24]([C:25]([OH:27])=[O:26])=[CH:23][CH:22]=1)[C:11]([C:12]([F:13])([F:14])[F:15])=[N:10]2, predict the reactants needed to synthesize it. The reactants are: Cl[C:2]1[C:11]([C:12]([F:15])([F:14])[F:13])=[N:10][C:9]2[C:4](=[CH:5][CH:6]=[C:7]([O:16]C)[CH:8]=2)[N:3]=1.B([C:21]1[CH:29]=[CH:28][C:24]([C:25]([OH:27])=[O:26])=[CH:23][CH:22]=1)(O)O. (9) Given the product [Cl:1][C:2]1[CH:3]=[CH:4][C:5]([NH:8][C:9]2[S:10][CH:13]=[C:14]([C:15]([OH:17])=[O:16])[N:11]=2)=[CH:6][CH:7]=1, predict the reactants needed to synthesize it. The reactants are: [Cl:1][C:2]1[CH:7]=[CH:6][C:5]([NH:8][C:9]([NH2:11])=[S:10])=[CH:4][CH:3]=1.Br[CH2:13][C:14](=O)[C:15]([OH:17])=[O:16].